Dataset: NCI-60 drug combinations with 297,098 pairs across 59 cell lines. Task: Regression. Given two drug SMILES strings and cell line genomic features, predict the synergy score measuring deviation from expected non-interaction effect. Drug 1: CN1C2=C(C=C(C=C2)N(CCCl)CCCl)N=C1CCCC(=O)O.Cl. Drug 2: COC1=NC(=NC2=C1N=CN2C3C(C(C(O3)CO)O)O)N. Cell line: SK-MEL-5. Synergy scores: CSS=25.9, Synergy_ZIP=-2.23, Synergy_Bliss=3.62, Synergy_Loewe=-12.3, Synergy_HSA=3.13.